Dataset: NCI-60 drug combinations with 297,098 pairs across 59 cell lines. Task: Regression. Given two drug SMILES strings and cell line genomic features, predict the synergy score measuring deviation from expected non-interaction effect. (1) Drug 1: CC1=CC2C(CCC3(C2CCC3(C(=O)C)OC(=O)C)C)C4(C1=CC(=O)CC4)C. Drug 2: CC1CCC2CC(C(=CC=CC=CC(CC(C(=O)C(C(C(=CC(C(=O)CC(OC(=O)C3CCCCN3C(=O)C(=O)C1(O2)O)C(C)CC4CCC(C(C4)OC)OCCO)C)C)O)OC)C)C)C)OC. Cell line: HCT116. Synergy scores: CSS=19.0, Synergy_ZIP=2.65, Synergy_Bliss=6.32, Synergy_Loewe=-63.9, Synergy_HSA=8.02. (2) Cell line: PC-3. Synergy scores: CSS=3.72, Synergy_ZIP=-2.17, Synergy_Bliss=-1.19, Synergy_Loewe=-7.03, Synergy_HSA=-4.22. Drug 2: C1C(C(OC1N2C=NC(=NC2=O)N)CO)O. Drug 1: CC1=CC2C(CCC3(C2CCC3(C(=O)C)OC(=O)C)C)C4(C1=CC(=O)CC4)C. (3) Drug 1: C1CCC(CC1)NC(=O)N(CCCl)N=O. Drug 2: COCCOC1=C(C=C2C(=C1)C(=NC=N2)NC3=CC=CC(=C3)C#C)OCCOC.Cl. Cell line: MDA-MB-231. Synergy scores: CSS=22.2, Synergy_ZIP=-1.65, Synergy_Bliss=8.23, Synergy_Loewe=6.85, Synergy_HSA=8.61. (4) Drug 1: CC1=C(N=C(N=C1N)C(CC(=O)N)NCC(C(=O)N)N)C(=O)NC(C(C2=CN=CN2)OC3C(C(C(C(O3)CO)O)O)OC4C(C(C(C(O4)CO)O)OC(=O)N)O)C(=O)NC(C)C(C(C)C(=O)NC(C(C)O)C(=O)NCCC5=NC(=CS5)C6=NC(=CS6)C(=O)NCCC[S+](C)C)O. Drug 2: CC(C)CN1C=NC2=C1C3=CC=CC=C3N=C2N. Cell line: MOLT-4. Synergy scores: CSS=69.1, Synergy_ZIP=6.77, Synergy_Bliss=7.60, Synergy_Loewe=5.75, Synergy_HSA=7.42. (5) Drug 1: CC1=C2C(C(=O)C3(C(CC4C(C3C(C(C2(C)C)(CC1OC(=O)C(C(C5=CC=CC=C5)NC(=O)OC(C)(C)C)O)O)OC(=O)C6=CC=CC=C6)(CO4)OC(=O)C)OC)C)OC. Drug 2: C1=NC2=C(N=C(N=C2N1C3C(C(C(O3)CO)O)O)F)N. Cell line: MALME-3M. Synergy scores: CSS=8.21, Synergy_ZIP=-3.49, Synergy_Bliss=-12.1, Synergy_Loewe=-19.3, Synergy_HSA=-10.7. (6) Drug 1: C1=NC(=NC(=O)N1C2C(C(C(O2)CO)O)O)N. Drug 2: CC1C(C(CC(O1)OC2CC(CC3=C2C(=C4C(=C3O)C(=O)C5=C(C4=O)C(=CC=C5)OC)O)(C(=O)CO)O)N)O.Cl. Cell line: T-47D. Synergy scores: CSS=29.6, Synergy_ZIP=-1.27, Synergy_Bliss=2.14, Synergy_Loewe=-5.37, Synergy_HSA=1.88. (7) Drug 1: C1CN1C2=NC(=NC(=N2)N3CC3)N4CC4. Drug 2: C1=C(C(=O)NC(=O)N1)N(CCCl)CCCl. Cell line: KM12. Synergy scores: CSS=15.4, Synergy_ZIP=-11.2, Synergy_Bliss=-1.67, Synergy_Loewe=-11.3, Synergy_HSA=-2.52. (8) Drug 1: CC1=C(C(=CC=C1)Cl)NC(=O)C2=CN=C(S2)NC3=CC(=NC(=N3)C)N4CCN(CC4)CCO. Drug 2: CC(C)CN1C=NC2=C1C3=CC=CC=C3N=C2N. Cell line: OVCAR-8. Synergy scores: CSS=3.57, Synergy_ZIP=-1.92, Synergy_Bliss=0.888, Synergy_Loewe=-0.697, Synergy_HSA=-0.300.